This data is from Peptide-MHC class I binding affinity with 185,985 pairs from IEDB/IMGT. The task is: Regression. Given a peptide amino acid sequence and an MHC pseudo amino acid sequence, predict their binding affinity value. This is MHC class I binding data. (1) The peptide sequence is KAEVSMHEV. The MHC is HLA-A26:01 with pseudo-sequence HLA-A26:01. The binding affinity (normalized) is 0. (2) The peptide sequence is LYNFATCGLV. The MHC is HLA-A23:01 with pseudo-sequence HLA-A23:01. The binding affinity (normalized) is 0.282. (3) The peptide sequence is GAGVLDKDL. The MHC is HLA-A02:03 with pseudo-sequence HLA-A02:03. The binding affinity (normalized) is 0. (4) The binding affinity (normalized) is 0. The MHC is HLA-A11:01 with pseudo-sequence HLA-A11:01. The peptide sequence is SMYPSCCCT.